This data is from Reaction yield outcomes from USPTO patents with 853,638 reactions. The task is: Predict the reaction yield, written as a fraction of the theoretical maximum amount of product (1.0 means a 100% yield; for example, 0.34 means a 34% yield). (1) The yield is 0.470. The reactants are [CH3:1][O:2][C:3]([C:5]1[S:9][C:8]2[CH:10]=[C:11](Cl)[CH:12]=[CH:13][C:7]=2[C:6]=1[O:15][CH2:16][C:17]([O:19][C:20]([CH3:23])([CH3:22])[CH3:21])=[O:18])=[O:4].[OH:24][C:25]1[CH:30]=[CH:29][C:28](B(O)O)=[CH:27][CH:26]=1.C1(P(C2CCCCC2)C2C=CC=CC=2C2C=CC=CC=2)CCCCC1.[F-].[K+]. The product is [CH3:1][O:2][C:3]([C:5]1[S:9][C:8]2[CH:10]=[C:11]([C:28]3[CH:29]=[CH:30][C:25]([OH:24])=[CH:26][CH:27]=3)[CH:12]=[CH:13][C:7]=2[C:6]=1[O:15][CH2:16][C:17]([O:19][C:20]([CH3:23])([CH3:22])[CH3:21])=[O:18])=[O:4]. The catalyst is CC([O-])=O.CC([O-])=O.[Pd+2]. (2) The reactants are [I:1][C:2]1[C:6]([C:7](O)=[O:8])=[CH:5][N:4]([CH3:10])[N:3]=1.[Cl:11][C:12]1[CH:13]=[C:14]([C:19]2[C:20]([NH2:26])=[CH:21][CH:22]=[C:23]([F:25])[CH:24]=2)[CH:15]=[CH:16][C:17]=1[Cl:18].C(N(CC)C(C)C)(C)C.F[P-](F)(F)(F)(F)F.Br[P+](N1CCCC1)(N1CCCC1)N1CCCC1. The catalyst is C(Cl)Cl. The product is [Cl:11][C:12]1[CH:13]=[C:14]([C:19]2[CH:24]=[C:23]([F:25])[CH:22]=[CH:21][C:20]=2[NH:26][C:7]([C:6]2[C:2]([I:1])=[N:3][N:4]([CH3:10])[CH:5]=2)=[O:8])[CH:15]=[CH:16][C:17]=1[Cl:18]. The yield is 0.535. (3) The reactants are Br[C:2]1[C:3]2[C:4]3[CH2:15][CH2:14][N:13]([C:16]([O:18][C:19]([CH3:22])([CH3:21])[CH3:20])=[O:17])[CH2:12][CH2:11][C:5]=3[NH:6][C:7]=2[CH:8]=[CH:9][CH:10]=1.CCN(CC)CC.[CH3:30][C:31]1([CH3:38])[C:35]([CH3:37])([CH3:36])[O:34][BH:33][O:32]1. The catalyst is Cl[Pd](Cl)([P](C1C=CC=CC=1)(C1C=CC=CC=1)C1C=CC=CC=1)[P](C1C=CC=CC=1)(C1C=CC=CC=1)C1C=CC=CC=1.O1CCOCC1. The product is [CH3:30][C:31]1([CH3:38])[C:35]([CH3:37])([CH3:36])[O:34][B:33]([C:2]2[C:3]3[C:4]4[CH2:15][CH2:14][N:13]([C:16]([O:18][C:19]([CH3:22])([CH3:21])[CH3:20])=[O:17])[CH2:12][CH2:11][C:5]=4[NH:6][C:7]=3[CH:8]=[CH:9][CH:10]=2)[O:32]1. The yield is 0.930. (4) The reactants are [CH3:1][C:2]1[O:6][N:5]=[C:4]([C:7]2[CH:12]=[CH:11][CH:10]=[CH:9][CH:8]=2)[C:3]=1[CH2:13][O:14][C:15]1[N:20]=[CH:19][C:18]([NH2:21])=[CH:17][CH:16]=1.[CH:22]1([C:25](Cl)=[O:26])[CH2:24][CH2:23]1.C(OC(C)C)(C)C. No catalyst specified. The product is [CH3:1][C:2]1[O:6][N:5]=[C:4]([C:7]2[CH:12]=[CH:11][CH:10]=[CH:9][CH:8]=2)[C:3]=1[CH2:13][O:14][C:15]1[N:20]=[CH:19][C:18]([NH:21][C:25]([CH:22]2[CH2:24][CH2:23]2)=[O:26])=[CH:17][CH:16]=1. The yield is 0.710. (5) The reactants are [CH3:1][C:2]1[CH:7]=[CH:6][C:5]([C:8]2[N:9]=[C:10]3[CH:15]=[CH:14][C:13]([CH3:16])=[CH:12][N:11]3[C:17]=2[CH2:18][C:19](O)=[O:20])=[CH:4][CH:3]=1.C(Cl)(=O)C(Cl)=O.Cl.[CH3:29][NH:30][CH3:31].C(N(CC)CC)C.[C:39]([OH:48])(=[O:47])[CH:40]([CH:42]([C:44]([OH:46])=[O:45])[OH:43])[OH:41]. The catalyst is C(Cl)Cl.O. The product is [CH3:1][C:2]1[CH:3]=[CH:4][C:5]([C:8]2[N:9]=[C:10]3[N:11]([CH:12]=[C:13]([CH3:16])[CH:14]=[CH:15]3)[C:17]=2[CH2:18][C:19]([N:30]([CH3:31])[CH3:29])=[O:20])=[CH:6][CH:7]=1.[CH:40]([OH:41])([C:39]([OH:48])=[O:47])[CH:42]([OH:43])[C:44]([OH:46])=[O:45]. The yield is 0.701. (6) The yield is 0.660. The product is [CH3:28][N:29]1[CH2:34][CH2:33][N:32]([C:2]2[CH:7]=[C:6]([NH:8][C:9]3[NH:10][N:11]=[C:12]([CH3:14])[CH:13]=3)[N:5]=[C:4]([S:15][C:16]3[CH:21]=[CH:20][C:19]([NH:22][C:23]([CH:25]4[CH2:27][CH2:26]4)=[O:24])=[CH:18][CH:17]=3)[N:3]=2)[CH2:31][CH2:30]1. The reactants are Cl[C:2]1[CH:7]=[C:6]([NH:8][C:9]2[NH:10][N:11]=[C:12]([CH3:14])[CH:13]=2)[N:5]=[C:4]([S:15][C:16]2[CH:21]=[CH:20][C:19]([NH:22][C:23]([CH:25]3[CH2:27][CH2:26]3)=[O:24])=[CH:18][CH:17]=2)[N:3]=1.[CH3:28][N:29]1[CH2:34][CH2:33][NH:32][CH2:31][CH2:30]1. No catalyst specified. (7) The reactants are [I-].[CH:2]1([CH2:7]P(C2C=CC=CC=2)(C2C=CC=CC=2)C2C=CC=CC=2)[CH2:6][CH2:5][CH2:4][CH2:3]1.C[Si]([N-][Si](C)(C)C)(C)C.[Na+].[CH2:37]([O:39][C:40](=[O:52])[C:41]([C:43]1[CH:48]=[CH:47][C:46]([S:49][CH3:50])=[C:45]([Cl:51])[CH:44]=1)=O)[CH3:38]. The catalyst is O1CCCC1.O. The product is [CH2:37]([O:39][C:40](=[O:52])[C:41]([C:43]1[CH:48]=[CH:47][C:46]([S:49][CH3:50])=[C:45]([Cl:51])[CH:44]=1)=[CH:7][CH:2]1[CH2:6][CH2:5][CH2:4][CH2:3]1)[CH3:38]. The yield is 0.600. (8) The reactants are [N:1]1[C:10]2[C:5](=[CH:6][C:7](B(O)O)=[CH:8][CH:9]=2)[CH:4]=[CH:3][CH:2]=1.N1C=CC=CC=1.[C:20]([C:24]1[CH:28]=[C:27]([C:29]([O:31][CH2:32][CH3:33])=[O:30])[NH:26][N:25]=1)([CH3:23])([CH3:22])[CH3:21]. The catalyst is C(Cl)Cl.C([O-])(=O)C.[Cu+2].C([O-])(=O)C. The product is [C:20]([C:24]1[CH:28]=[C:27]([C:29]([O:31][CH2:32][CH3:33])=[O:30])[N:26]([C:7]2[CH:6]=[C:5]3[C:10](=[CH:9][CH:8]=2)[N:1]=[CH:2][CH:3]=[CH:4]3)[N:25]=1)([CH3:23])([CH3:21])[CH3:22]. The yield is 0.330. (9) The reactants are [CH3:1][C:2]1[C:7]([CH3:8])=[CH:6][CH:5]=[CH:4][C:3]=1[OH:9].Br[CH2:11][C:12]([O:14][CH3:15])=[O:13].C(=O)([O-])[O-].[Cs+].[Cs+]. The catalyst is C(#N)C. The product is [CH3:1][C:2]1[C:7]([CH3:8])=[CH:6][CH:5]=[CH:4][C:3]=1[O:9][CH2:11][C:12]([O:14][CH3:15])=[O:13]. The yield is 0.830.